Predict the reaction yield, written as a fraction of the theoretical maximum amount of product (1.0 means a 100% yield; for example, 0.34 means a 34% yield). From a dataset of Reaction yield outcomes from USPTO patents with 853,638 reactions. (1) The reactants are [N+:1]([C:4]1[CH:5]=[C:6]([NH:17][C:18]2[C:27]3[C:22](=[CH:23][CH:24]=[CH:25][CH:26]=3)[N:21]=[C:20]([C:28]([O:30][CH2:31][CH3:32])=[O:29])[N:19]=2)[CH:7]=[C:8]([O:10][C:11]2[CH:16]=[CH:15][CH:14]=[CH:13][CH:12]=2)[CH:9]=1)([O-])=O. The catalyst is [Ni].C(O)C. The product is [NH2:1][C:4]1[CH:5]=[C:6]([NH:17][C:18]2[C:27]3[C:22](=[CH:23][CH:24]=[CH:25][CH:26]=3)[N:21]=[C:20]([C:28]([O:30][CH2:31][CH3:32])=[O:29])[N:19]=2)[CH:7]=[C:8]([O:10][C:11]2[CH:12]=[CH:13][CH:14]=[CH:15][CH:16]=2)[CH:9]=1. The yield is 0.920. (2) The reactants are [C:1]([O:5][C:6]([NH:8][C:9]1[S:10][C:11]([CH3:18])=[C:12]([C:14]([O:16][CH3:17])=[O:15])[N:13]=1)=[O:7])([CH3:4])([CH3:3])[CH3:2].[CH3:19][O:20][C:21]1[CH:26]=[C:25]([O:27][CH3:28])[CH:24]=[CH:23][C:22]=1[CH2:29]O.C(P(CCCC)CCCC)CCC.N(C(N1CCCCC1)=O)=NC(N1CCCCC1)=O. The yield is 0.540. The product is [C:1]([O:5][C:6]([N:8]([CH2:29][C:22]1[CH:23]=[CH:24][C:25]([O:27][CH3:28])=[CH:26][C:21]=1[O:20][CH3:19])[C:9]1[S:10][C:11]([CH3:18])=[C:12]([C:14]([O:16][CH3:17])=[O:15])[N:13]=1)=[O:7])([CH3:4])([CH3:3])[CH3:2]. The catalyst is O1CCCC1. (3) The reactants are [I:1][C:2]1[CH:7]=[CH:6][N:5]=[C:4]([O:8][CH3:9])[C:3]=1[C:10]1[NH:11][C:12]2[C:17]([CH:18]=1)=[CH:16][CH:15]=[C:14]([NH2:19])[CH:13]=2.[F:20][C:21]([F:32])([F:31])[C:22](O[C:22](=[O:23])[C:21]([F:32])([F:31])[F:20])=[O:23].C(N(CC)CC)C.O. The catalyst is C(Cl)Cl. The product is [F:20][C:21]([F:32])([F:31])[C:22]([NH:19][C:14]1[CH:13]=[C:12]2[C:17]([CH:18]=[C:10]([C:3]3[C:4]([O:8][CH3:9])=[N:5][CH:6]=[CH:7][C:2]=3[I:1])[NH:11]2)=[CH:16][CH:15]=1)=[O:23]. The yield is 0.590. (4) The reactants are [F:1][CH2:2][CH:3]1[CH2:8][CH2:7][N:6]([C:9](Cl)=[O:10])[CH2:5][CH2:4]1.Cl.[O:13]1[C:19]2[CH:20]=[CH:21][C:22]([C:24]3[CH:25]=[C:26]4[NH:32][C:31]([NH:33][C:34](=[O:37])[O:35][CH3:36])=[N:30][C:27]4=[N:28][CH:29]=3)=[CH:23][C:18]=2[CH2:17][NH:16][CH2:15][CH2:14]1.C(N(C(C)C)CC)(C)C. The catalyst is ClCCl.CN(C)C=O. The product is [F:1][CH2:2][CH:3]1[CH2:8][CH2:7][N:6]([C:9]([N:16]2[CH2:17][C:18]3[CH:23]=[C:22]([C:24]4[CH:25]=[C:26]5[NH:32][C:31]([NH:33][C:34](=[O:37])[O:35][CH3:36])=[N:30][C:27]5=[N:28][CH:29]=4)[CH:21]=[CH:20][C:19]=3[O:13][CH2:14][CH2:15]2)=[O:10])[CH2:5][CH2:4]1. The yield is 0.480. (5) The reactants are [CH2:1]([O:3][C:4](=[O:14])[C:5]([S:8]([N:10]1[CH2:13][CH2:12][CH2:11]1)=[O:9])([CH3:7])[CH3:6])[CH3:2].ClC1C=CC=C(C(OO)=[O:23])C=1. The catalyst is C(Cl)Cl. The product is [CH2:1]([O:3][C:4](=[O:14])[C:5]([S:8]([N:10]1[CH2:11][CH2:12][CH2:13]1)(=[O:23])=[O:9])([CH3:7])[CH3:6])[CH3:2]. The yield is 1.00. (6) The reactants are [CH:1]1([CH2:7][C@H:8]([O:17][C:18](=[O:41])[NH:19][C@@H:20]([CH2:32][O:33]CC2C=CC=CC=2)[CH2:21][N:22]2[C:30]3[C:25](=[CH:26][C:27]([F:31])=[CH:28][CH:29]=3)[CH2:24][CH2:23]2)[C:9]([N:11]2[CH2:16][CH2:15][O:14][CH2:13][CH2:12]2)=[O:10])[CH2:6][CH2:5][CH2:4][CH2:3][CH2:2]1. The catalyst is CO.[Pd]. The product is [CH:1]1([CH2:7][C@H:8]([O:17][C:18](=[O:41])[NH:19][C@@H:20]([CH2:32][OH:33])[CH2:21][N:22]2[C:30]3[C:25](=[CH:26][C:27]([F:31])=[CH:28][CH:29]=3)[CH2:24][CH2:23]2)[C:9]([N:11]2[CH2:16][CH2:15][O:14][CH2:13][CH2:12]2)=[O:10])[CH2:2][CH2:3][CH2:4][CH2:5][CH2:6]1. The yield is 0.710. (7) The reactants are [CH2:1]([N:5]1[C:9](=[O:10])[NH:8][NH:7][C:6]1=[O:11])[CH2:2][CH2:3][CH3:4]. The catalyst is ClCCl. The product is [CH2:1]([N:5]1[C:9](=[O:10])[N:8]=[N:7][C:6]1=[O:11])[CH2:2][CH2:3][CH3:4]. The yield is 0.720.